Predict the reactants needed to synthesize the given product. From a dataset of Full USPTO retrosynthesis dataset with 1.9M reactions from patents (1976-2016). (1) Given the product [CH:1]1([C:6]2[CH:11]=[C:10]([C:12]3[O:16][N:15]=[C:14]([C:17]4[CH:22]=[C:21]([CH3:23])[C:20]([O:24][CH2:32][C:33]([OH:35])=[O:34])=[C:19]([CH2:25][CH3:26])[CH:18]=4)[N:13]=3)[CH:9]=[C:8]([O:27][CH3:28])[N:7]=2)[CH2:2][CH2:3][CH2:4][CH2:5]1, predict the reactants needed to synthesize it. The reactants are: [CH:1]1([C:6]2[CH:11]=[C:10]([C:12]3[O:16][N:15]=[C:14]([C:17]4[CH:22]=[C:21]([CH3:23])[C:20]([OH:24])=[C:19]([CH2:25][CH3:26])[CH:18]=4)[N:13]=3)[CH:9]=[C:8]([O:27][CH3:28])[N:7]=2)[CH2:5][CH2:4][CH2:3][CH2:2]1.[H-].[Na+].Br[CH2:32][C:33]([O:35]CC)=[O:34]. (2) Given the product [Cl:1][C:2]1[CH:3]=[C:4]2[C:9](=[CH:10][C:11]=1[O:12][C:13]1[CH:18]=[CH:17][C:16]([C:19](=[O:35])[NH:20][CH2:21][CH2:22][C:23]3[C:24]([O:33][CH3:34])=[N:25][C:26]([C:29]([F:32])([F:30])[F:31])=[CH:27][CH:28]=3)=[CH:15][CH:14]=1)[O:8][CH2:7][CH2:6][CH:5]2[C:36]([O-:38])=[O:37].[Na+:41], predict the reactants needed to synthesize it. The reactants are: [Cl:1][C:2]1[CH:3]=[C:4]2[C:9](=[CH:10][C:11]=1[O:12][C:13]1[CH:18]=[CH:17][C:16]([C:19](=[O:35])[NH:20][CH2:21][CH2:22][C:23]3[C:24]([O:33][CH3:34])=[N:25][C:26]([C:29]([F:32])([F:31])[F:30])=[CH:27][CH:28]=3)=[CH:15][CH:14]=1)[O:8][CH2:7][CH2:6][CH:5]2[C:36]([OH:38])=[O:37].C[O-].[Na+:41].CO. (3) Given the product [Cl:1][C:2]1[CH:3]=[C:4]([C:9]([NH:11][C:12]2[CH:16]=[C:15]([CH3:17])[N:14]([CH2:18][C:19]3[CH:24]=[C:23]([Cl:25])[CH:22]=[CH:21][C:20]=3[O:26][CH2:27][CH:28]([CH3:30])[CH3:29])[N:13]=2)=[O:10])[CH:5]=[N:6][C:7]=1[N:31]1[CH2:35][CH2:34][CH2:33][CH2:32]1, predict the reactants needed to synthesize it. The reactants are: [Cl:1][C:2]1[CH:3]=[C:4]([C:9]([NH:11][C:12]2[CH:16]=[C:15]([CH3:17])[N:14]([CH2:18][C:19]3[CH:24]=[C:23]([Cl:25])[CH:22]=[CH:21][C:20]=3[O:26][CH2:27][CH:28]([CH3:30])[CH3:29])[N:13]=2)=[O:10])[CH:5]=[N:6][C:7]=1Cl.[NH:31]1[CH2:35][CH2:34][CH2:33][CH2:32]1. (4) Given the product [Cl:1][C:2]1[C:7]([NH:8][C:9](=[O:18])[C:10]2[CH:15]=[CH:14][C:13]([F:16])=[CH:12][C:11]=2[F:17])=[CH:6][C:5]([C:29]2[CH:30]=[CH:31][C:32]3[N:33]=[CH:34][N:35]=[C:36]([O:39][CH:40]4[CH2:45][CH2:44][O:43][CH2:42][CH2:41]4)[C:37]=3[N:38]=2)=[CH:4][N:3]=1, predict the reactants needed to synthesize it. The reactants are: [Cl:1][C:2]1[C:7]([NH:8][C:9](=[O:18])[C:10]2[CH:15]=[CH:14][C:13]([F:16])=[CH:12][C:11]=2[F:17])=[CH:6][C:5](B2OC(C)(C)C(C)(C)O2)=[CH:4][N:3]=1.Cl[C:29]1[CH:30]=[CH:31][C:32]2[N:33]=[CH:34][N:35]=[C:36]([O:39][CH:40]3[CH2:45][CH2:44][O:43][CH2:42][CH2:41]3)[C:37]=2[N:38]=1.C(=O)(O)[O-].[Na+]. (5) Given the product [NH2:8][C:9]1[C:10]([C:14]2[N:15]([CH2:39][CH3:40])[C:16]3[C:17]([N:38]=2)=[C:18]([C:32]#[C:33][C:34]([OH:36])([CH3:37])[CH3:35])[NH:19][C:20](=[O:22])[CH:21]=3)=[N:11][O:12][N:13]=1, predict the reactants needed to synthesize it. The reactants are: C(O)(C(F)(F)F)=O.[NH2:8][C:9]1[C:10]([C:14]2[N:15]([CH2:39][CH3:40])[C:16]3[CH:21]=[C:20]([O:22]CC4C=CC(OC)=CC=4)[N:19]=[C:18]([C:32]#[C:33][C:34]([CH3:37])([OH:36])[CH3:35])[C:17]=3[N:38]=2)=[N:11][O:12][N:13]=1. (6) The reactants are: [F:1][C:2]1[CH:41]=[CH:40][CH:39]=[C:38]([F:42])[C:3]=1[CH2:4][N:5]1[C:10](=[O:11])[N:9]([C:12]2[CH:17]=[CH:16][CH:15]=[C:14]([O:18][CH3:19])[C:13]=2[F:20])[C:8](=[O:21])[C:7]2=[C:22]([CH2:34][N:35]([CH3:37])[CH3:36])[C:23]([C:25]3[CH:30]=[CH:29][C:28]([N+:31]([O-])=O)=[CH:27][CH:26]=3)=[CH:24][N:6]12.[Cl-].[NH4+]. Given the product [NH2:31][C:28]1[CH:29]=[CH:30][C:25]([C:23]2[C:22]([CH2:34][N:35]([CH3:36])[CH3:37])=[C:7]3[N:6]([CH:24]=2)[N:5]([CH2:4][C:3]2[C:2]([F:1])=[CH:41][CH:40]=[CH:39][C:38]=2[F:42])[C:10](=[O:11])[N:9]([C:12]2[CH:17]=[CH:16][CH:15]=[C:14]([O:18][CH3:19])[C:13]=2[F:20])[C:8]3=[O:21])=[CH:26][CH:27]=1, predict the reactants needed to synthesize it.